From a dataset of Full USPTO retrosynthesis dataset with 1.9M reactions from patents (1976-2016). Predict the reactants needed to synthesize the given product. (1) Given the product [CH2:1]([C:3]1[C:10]([C:11]2[S:12][C:13]([C:16]3[CH:21]=[CH:20][C:19]([O:22][CH:23]([CH3:25])[CH3:24])=[C:18]([C:26]([F:27])([F:29])[F:28])[CH:17]=3)=[N:14][N:15]=2)=[CH:9][CH:8]=[CH:7][C:4]=1[CH2:5][N:30]1[CH2:33][CH:40]([C:39]([O:42][CH3:44])=[O:41])[CH2:31]1)[CH3:2], predict the reactants needed to synthesize it. The reactants are: [CH2:1]([C:3]1[C:10]([C:11]2[S:12][C:13]([C:16]3[CH:21]=[CH:20][C:19]([O:22][CH:23]([CH3:25])[CH3:24])=[C:18]([C:26]([F:29])([F:28])[F:27])[CH:17]=3)=[N:14][N:15]=2)=[CH:9][CH:8]=[CH:7][C:4]=1[CH:5]=O)[CH3:2].[NH:30]1[CH2:33]C(CC(OC)=O)[CH2:31]1.[C:39]([O-:42])(=[O:41])[CH3:40].[Na+].[CH3:44]C(O)=O. (2) Given the product [CH3:27][O:26][C:21]([C:22]1([CH3:24])[O:16][CH2:15][CH:14]([CH2:13][C:12]2[CH:11]=[CH:10][C:9]([O:8][CH2:1][C:2]3[CH:3]=[CH:4][CH:5]=[CH:6][CH:7]=3)=[CH:20][CH:19]=2)[CH2:17][O:18]1)=[O:25], predict the reactants needed to synthesize it. The reactants are: [CH2:1]([O:8][C:9]1[CH:20]=[CH:19][C:12]([CH2:13][CH:14]([CH2:17][OH:18])[CH2:15][OH:16])=[CH:11][CH:10]=1)[C:2]1[CH:7]=[CH:6][CH:5]=[CH:4][CH:3]=1.[C:21]([O:26][CH3:27])(=[O:25])[C:22]([CH3:24])=O.C(=O)(O)[O-].[Na+]. (3) Given the product [C:30]([N:27]1[CH2:28][CH2:29][N:24]([C:21]2[CH:22]=[CH:23][C:18]([NH:17][C:5]3[C:4]4[C:9](=[CH:10][CH:11]=[C:2]([C:6]5[CH:7]=[N:8][C:9]6[C:4]([CH:5]=5)=[CH:3][CH:2]=[CH:11][CH:10]=6)[CH:3]=4)[N:8]=[CH:7][C:6]=3[C:12]([O:14][CH2:15][CH3:16])=[O:13])=[CH:19][C:20]=2[C:34]([F:37])([F:35])[F:36])[CH2:25][CH2:26]1)(=[O:33])[CH2:31][CH3:32], predict the reactants needed to synthesize it. The reactants are: Cl[C:2]1[CH:3]=[C:4]2[C:9](=[CH:10][CH:11]=1)[N:8]=[CH:7][C:6]([C:12]([O:14][CH2:15][CH3:16])=[O:13])=[C:5]2[NH:17][C:18]1[CH:23]=[CH:22][C:21]([N:24]2[CH2:29][CH2:28][N:27]([C:30](=[O:33])[CH2:31][CH3:32])[CH2:26][CH2:25]2)=[C:20]([C:34]([F:37])([F:36])[F:35])[CH:19]=1.B(O)O.C([O-])([O-])=O.[Na+].[Na+]. (4) Given the product [C:35]([OH:42])(=[O:41])/[CH:36]=[CH:37]/[C:38]([OH:40])=[O:39].[CH3:1][N:2]1[C:6]([CH2:7][CH2:8][O:9][C:10]2[CH:11]=[CH:12][C:13]([N:16]3[CH2:17][CH2:18][N:19]([C:22]4[CH:23]=[CH:24][C:25]5[N:26]([C:28]([C:31]([F:32])([F:33])[F:34])=[N:29][N:30]=5)[N:27]=4)[CH2:20][CH2:21]3)=[CH:14][CH:15]=2)=[CH:5][CH:4]=[N:3]1, predict the reactants needed to synthesize it. The reactants are: [CH3:1][N:2]1[C:6]([CH2:7][CH2:8][O:9][C:10]2[CH:15]=[CH:14][C:13]([N:16]3[CH2:21][CH2:20][N:19]([C:22]4[CH:23]=[CH:24][C:25]5[N:26]([C:28]([C:31]([F:34])([F:33])[F:32])=[N:29][N:30]=5)[N:27]=4)[CH2:18][CH2:17]3)=[CH:12][CH:11]=2)=[CH:5][CH:4]=[N:3]1.[C:35]([OH:42])(=[O:41])/[CH:36]=[CH:37]/[C:38]([OH:40])=[O:39]. (5) Given the product [CH2:63]([N:52]([CH2:50][CH3:51])[C@H:53]([C:57]1[CH:62]=[CH:61][CH:60]=[CH:59][CH:58]=1)[C:54]([N:31]1[CH2:32][CH2:33][CH2:34][C@H:30]1[C:28]([NH:27][C:24]1[CH:25]=[CH:26][C:21]([CH2:20][N:19]([CH2:18][C:15]2[CH:14]=[CH:13][C:12]([NH:11][C:10]([C@@H:6]3[CH2:7][CH2:8][CH2:9][N:5]3[C:4](=[O:42])[C@@H:3]([NH:43][C:44](=[O:47])[O:45][CH3:46])[C:2]([CH3:49])([CH3:48])[CH3:1])=[O:41])=[CH:17][CH:16]=2)[C:35]2[CH:36]=[CH:37][CH:38]=[CH:39][CH:40]=2)=[CH:22][CH:23]=1)=[O:29])=[O:55])[CH3:64], predict the reactants needed to synthesize it. The reactants are: [CH3:1][C:2]([CH3:49])([CH3:48])[C@H:3]([NH:43][C:44](=[O:47])[O:45][CH3:46])[C:4](=[O:42])[N:5]1[CH2:9][CH2:8][CH2:7][C@H:6]1[C:10](=[O:41])[NH:11][C:12]1[CH:17]=[CH:16][C:15]([CH2:18][N:19]([C:35]2[CH:40]=[CH:39][CH:38]=[CH:37][CH:36]=2)[CH2:20][C:21]2[CH:26]=[CH:25][C:24]([NH:27][C:28]([C@@H:30]3[CH2:34][CH2:33][CH2:32][NH:31]3)=[O:29])=[CH:23][CH:22]=2)=[CH:14][CH:13]=1.[CH2:50]([N:52]([CH2:63][CH3:64])[C@H:53]([C:57]1[CH:62]=[CH:61][CH:60]=[CH:59][CH:58]=1)[C:54](O)=[O:55])[CH3:51].CN(C(ON1N=NC2C=CC=NC1=2)=[N+](C)C)C.F[P-](F)(F)(F)(F)F.CCN(C(C)C)C(C)C. (6) Given the product [CH3:1][O:2][C:3]1[CH:8]=[CH:7][C:6]([C:9]([NH:24][C:25]2[O:26][C:27]([CH3:43])([CH3:42])[C:28]([F:41])([F:40])[C@:29]([C:32]3[CH:37]=[C:36]([NH:51][C:50]4[CH:49]=[CH:48][CH:47]=[CH:46][C:45]=4[CH3:44])[CH:35]=[CH:34][C:33]=3[F:39])([CH3:31])[N:30]=2)([C:16]2[CH:21]=[CH:20][C:19]([O:22][CH3:23])=[CH:18][CH:17]=2)[C:10]2[CH:15]=[CH:14][CH:13]=[CH:12][CH:11]=2)=[CH:5][CH:4]=1, predict the reactants needed to synthesize it. The reactants are: [CH3:1][O:2][C:3]1[CH:8]=[CH:7][C:6]([C:9]([NH:24][C:25]2[O:26][C:27]([CH3:43])([CH3:42])[C:28]([F:41])([F:40])[C@:29]([C:32]3[CH:37]=[C:36](Br)[CH:35]=[CH:34][C:33]=3[F:39])([CH3:31])[N:30]=2)([C:16]2[CH:21]=[CH:20][C:19]([O:22][CH3:23])=[CH:18][CH:17]=2)[C:10]2[CH:15]=[CH:14][CH:13]=[CH:12][CH:11]=2)=[CH:5][CH:4]=1.[CH3:44][C:45]1[CH:46]=[CH:47][CH:48]=[CH:49][C:50]=1[NH2:51]. (7) Given the product [Cl:1][C:2]1[C:10]2[NH:9][N:8]=[CH:7][C:6]=2[C:5]([OH:11])=[CH:4][CH:3]=1, predict the reactants needed to synthesize it. The reactants are: [Cl:1][C:2]1[CH:3]=[CH:4][C:5]([O:11]C)=[C:6]2[C:10]=1[NH:9][N:8]=[CH:7]2.Br. (8) Given the product [Cl:6][Si:7]([Cl:9])([Cl:8])[CH2:2][CH2:3][CH2:4][Si:7]([Cl:9])([Cl:8])[Cl:6].[Cl:1][CH2:2][CH2:3][CH2:4][Si:7]([Cl:9])([Cl:8])[Cl:6], predict the reactants needed to synthesize it. The reactants are: [Cl:1][CH2:2][CH2:3][CH2:4]Cl.[Cl:6][SiH:7]([Cl:9])[Cl:8].